From a dataset of Forward reaction prediction with 1.9M reactions from USPTO patents (1976-2016). Predict the product of the given reaction. (1) Given the reactants [Cl:1][CH2:2][C:3](Cl)=[O:4].[CH3:6][C:7]1[CH:8]=[C:9]([OH:16])[CH:10]=[CH:11][C:12]=1[CH:13]([CH3:15])[CH3:14], predict the reaction product. The product is: [Cl:1][CH2:2][C:3]([O:16][C:9]1[CH:10]=[CH:11][C:12]([CH:13]([CH3:14])[CH3:15])=[C:7]([CH3:6])[CH:8]=1)=[O:4]. (2) Given the reactants S(O)(O)(=O)=O.NC(=N)[NH:8][CH2:9][CH2:10]CCN.[C:15](Cl)(=O)[CH:16]=[CH2:17].C([O-])([O-])=O.[K+].[K+].[CH3:26][C:27]([CH3:29])=O, predict the reaction product. The product is: [CH3:10][CH2:9][N:8]([CH:27]([CH3:29])[CH3:26])[CH:16]([CH3:17])[CH3:15]. (3) Given the reactants [CH3:1][S:2][CH2:3][CH2:4][CH2:5][NH:6][C:7]1[C:16]2[C:11](=[CH:12][C:13]([C:17]3[CH:22]=[CH:21][CH:20]=[CH:19][CH:18]=3)=[CH:14][CH:15]=2)[N:10]=[CH:9][C:8]=1[N+:23]([O-])=O, predict the reaction product. The product is: [CH3:1][S:2][CH2:3][CH2:4][CH2:5][NH:6][C:7]1[C:16]2[C:11](=[CH:12][C:13]([C:17]3[CH:22]=[CH:21][CH:20]=[CH:19][CH:18]=3)=[CH:14][CH:15]=2)[N:10]=[CH:9][C:8]=1[NH2:23].